Dataset: Peptide-MHC class I binding affinity with 185,985 pairs from IEDB/IMGT. Task: Regression. Given a peptide amino acid sequence and an MHC pseudo amino acid sequence, predict their binding affinity value. This is MHC class I binding data. (1) The peptide sequence is IMYNYPAML. The MHC is HLA-A24:02 with pseudo-sequence HLA-A24:02. The binding affinity (normalized) is 0.574. (2) The peptide sequence is AFVRFSTDK. The MHC is HLA-A68:01 with pseudo-sequence HLA-A68:01. The binding affinity (normalized) is 0. (3) The peptide sequence is IMDEPTSSL. The MHC is HLA-B44:02 with pseudo-sequence HLA-B44:02. The binding affinity (normalized) is 0.0847. (4) The peptide sequence is ITPMMRHTI. The MHC is HLA-A32:01 with pseudo-sequence HLA-A32:01. The binding affinity (normalized) is 0.131. (5) The peptide sequence is AEWDRVHPV. The MHC is HLA-A02:01 with pseudo-sequence HLA-A02:01. The binding affinity (normalized) is 0.406.